This data is from Catalyst prediction with 721,799 reactions and 888 catalyst types from USPTO. The task is: Predict which catalyst facilitates the given reaction. (1) Reactant: [O:1]1[C:5]2[CH:6]=[CH:7][C:8]([S:10][C:11]3[N:12]([CH2:21][CH2:22][CH2:23][CH2:24][CH2:25][N:26]4[C:34](=[O:35])[C:33]5[C:28](=[CH:29][CH:30]=[CH:31][CH:32]=5)[C:27]4=[O:36])[C:13]4[N:14]=[CH:15][NH:16][C:17](=[O:20])[C:18]=4[N:19]=3)=[CH:9][C:4]=2[O:3][CH2:2]1.C([O-])([O-])=O.[K+].[K+].Cl[C:44]1[CH:49]=[CH:48][C:47]([N+:50]([O-:52])=[O:51])=[CH:46][C:45]=1[N+:53]([O-:55])=[O:54]. Product: [O:1]1[C:5]2[CH:6]=[CH:7][C:8]([S:10][C:11]3[N:12]([CH2:21][CH2:22][CH2:23][CH2:24][CH2:25][N:26]4[C:34](=[O:35])[C:33]5[C:28](=[CH:29][CH:30]=[CH:31][CH:32]=5)[C:27]4=[O:36])[C:13]4[N:14]=[CH:15][N:16]([C:48]5[CH:49]=[CH:44][C:45]([N+:53]([O-:55])=[O:54])=[CH:46][C:47]=5[N+:50]([O-:52])=[O:51])[C:17](=[O:20])[C:18]=4[N:19]=3)=[CH:9][C:4]=2[O:3][CH2:2]1. The catalyst class is: 3. (2) Reactant: [C:1]([NH:4][CH:5]([CH3:25])[CH2:6][C:7]1[CH:12]=[CH:11][C:10]([C:13]#[C:14][C:15]2[CH:16]=[C:17]([CH:22]=[CH:23][CH:24]=2)[C:18]([O:20]C)=[O:19])=[CH:9][CH:8]=1)(=[O:3])[CH3:2].[Li+].[OH-]. Product: [C:1]([NH:4][CH:5]([CH3:25])[CH2:6][C:7]1[CH:8]=[CH:9][C:10]([C:13]#[C:14][C:15]2[CH:16]=[C:17]([CH:22]=[CH:23][CH:24]=2)[C:18]([OH:20])=[O:19])=[CH:11][CH:12]=1)(=[O:3])[CH3:2]. The catalyst class is: 5. (3) Reactant: [CH3:1][C:2]1([CH3:18])[CH2:6][O:5][C:4](=[O:7])[N:3]1[CH2:8][C:9]1[CH:14]=[CH:13][CH:12]=[CH:11][C:10]=1[N+:15]([O-])=O.[Cl-].[NH4+]. Product: [CH3:1][C:2]1([CH3:18])[CH2:6][O:5][C:4](=[O:7])[N:3]1[CH2:8][C:9]1[CH:14]=[CH:13][CH:12]=[CH:11][C:10]=1[NH2:15]. The catalyst class is: 190. (4) Reactant: [Br:1][C:2]1[C:6]2[CH2:7][N:8]([C:11]([O:13][C:14]([CH3:17])([CH3:16])[CH3:15])=[O:12])[CH2:9][CH2:10][C:5]=2[NH:4][N:3]=1.C([O-])([O-])=O.[Cs+].[Cs+].Br[CH2:25][CH:26]1[CH2:28][CH2:27]1. Product: [Br:1][C:2]1[C:6]2[CH2:7][N:8]([C:11]([O:13][C:14]([CH3:17])([CH3:16])[CH3:15])=[O:12])[CH2:9][CH2:10][C:5]=2[N:4]([CH2:25][CH:26]2[CH2:28][CH2:27]2)[N:3]=1. The catalyst class is: 31. (5) Reactant: [CH2:1]([NH:4][CH2:5][CH:6]1[CH2:8][CH2:7]1)[CH2:2][CH3:3].C[Al](C)C.CCCCCCC.CO[C:22]([C:24]1[N:25]([CH3:41])[N:26]=[C:27]2[C:32]=1[CH:31]=[CH:30][CH:29]=[C:28]2[C:33]1[CH:38]=[CH:37][C:36]([Cl:39])=[CH:35][C:34]=1[Cl:40])=[O:23].[OH-].[Na+]. Product: [CH:6]1([CH2:5][N:4]([CH2:1][CH2:2][CH3:3])[C:22]([C:24]2[N:25]([CH3:41])[N:26]=[C:27]3[C:32]=2[CH:31]=[CH:30][CH:29]=[C:28]3[C:33]2[CH:38]=[CH:37][C:36]([Cl:39])=[CH:35][C:34]=2[Cl:40])=[O:23])[CH2:8][CH2:7]1. The catalyst class is: 48. (6) Reactant: CON(C)[C:4](=[O:22])[C:5]1[CH:10]=[CH:9][CH:8]=[CH:7][C:6]=1[CH2:11][S:12]([C:15]1[CH:20]=[CH:19][C:18]([CH3:21])=[CH:17][CH:16]=1)(=[O:14])=[O:13].[H-].[H-].[H-].[H-].[Li+].[Al+3]. Product: [CH3:21][C:18]1[CH:17]=[CH:16][C:15]([S:12]([CH2:11][C:6]2[CH:7]=[CH:8][CH:9]=[CH:10][C:5]=2[CH:4]=[O:22])(=[O:14])=[O:13])=[CH:20][CH:19]=1. The catalyst class is: 49. (7) Reactant: [O:1]1[CH2:5]CC[CH2:2]1.[CH:6]12B[CH:10]([CH2:11][CH2:12][CH2:13]1)[CH2:9][CH2:8]C2.[OH-:15].[Na+].OO. Product: [CH2:2]1[C:12]2([CH2:11][CH2:10][CH:9]([CH2:8][OH:15])[CH2:6][CH2:13]2)[CH2:5][O:1]1. The catalyst class is: 8. (8) Reactant: O[CH2:2][CH2:3][CH2:4][C:5]([CH2:10][C:11]1[CH:16]=[CH:15][C:14]([C:17]([F:20])([F:19])[F:18])=[CH:13][CH:12]=1)([C:8]#[N:9])[C:6]#[N:7].C(N(S(F)(F)[F:27])CC)C. Product: [F:27][CH2:2][CH2:3][CH2:4][C:5]([CH2:10][C:11]1[CH:16]=[CH:15][C:14]([C:17]([F:20])([F:19])[F:18])=[CH:13][CH:12]=1)([C:8]#[N:9])[C:6]#[N:7]. The catalyst class is: 4. (9) The catalyst class is: 1. Reactant: [C:1]1(N)[C:6](F)=C(F)C(F)=C(N)[C:2]=1F.Cl.Cl.[NH:15]1[CH2:20][CH2:19][CH:18]([N:21]2[CH2:25][CH2:24][N:23]([CH2:26][CH2:27][CH2:28][N:29]3[CH2:34][CH2:33][CH2:32][CH2:31][CH2:30]3)[C:22]2=[C:35]([C:38]#[N:39])[C:36]#[N:37])[CH2:17][CH2:16]1.CC(C)=O.C(=O)([O-])[O-].[Na+].[Na+]. Product: [CH:1]([N:15]1[CH2:20][CH2:19][CH:18]([N:21]2[CH2:25][CH2:24][N:23]([CH2:26][CH2:27][CH2:28][N:29]3[CH2:34][CH2:33][CH2:32][CH2:31][CH2:30]3)[C:22]2=[C:35]([C:36]#[N:37])[C:38]#[N:39])[CH2:17][CH2:16]1)([CH3:6])[CH3:2]. (10) Reactant: [C:1](#[N:9])[CH2:2][CH2:3][CH2:4][CH2:5][CH2:6][CH2:7][CH3:8].[NH2:10][OH:11]. Product: [OH:11][N:10]=[C:1]([NH2:9])[CH2:2][CH2:3][CH2:4][CH2:5][CH2:6][CH2:7][CH3:8]. The catalyst class is: 315.